This data is from Full USPTO retrosynthesis dataset with 1.9M reactions from patents (1976-2016). The task is: Predict the reactants needed to synthesize the given product. (1) Given the product [CH3:2][O:3][C:4]([C@@H:5]1[CH2:9][C@H:8]([NH:10][C:32]([C:30]2[S:31][C:27]([Cl:26])=[CH:28][CH:29]=2)=[O:33])[CH2:7][N:6]1[C:11]([O:13][C:14]([CH3:15])([CH3:17])[CH3:16])=[O:12])=[O:18], predict the reactants needed to synthesize it. The reactants are: Cl.[CH3:2][O:3][C:4](=[O:18])[C@@H:5]1[CH2:9][C@H:8]([NH2:10])[CH2:7][N:6]1[C:11]([O:13][C:14]([CH3:17])([CH3:16])[CH3:15])=[O:12].CN1CCOCC1.[Cl:26][C:27]1[S:31][C:30]([C:32](O)=[O:33])=[CH:29][CH:28]=1. (2) The reactants are: O.[OH-].[Li+].[CH3:4][C:5]([CH3:41])([CH3:40])[CH2:6][O:7][CH2:8][C@@H:9]([C:36]([O:38]C)=[O:37])[NH:10][C:11]([C:13]1[C:22]([NH:23][C:24]([NH:26][C:27]2[C:32]([CH3:33])=[CH:31][C:30]([CH3:34])=[CH:29][C:28]=2[CH3:35])=[O:25])=[CH:21][C:20]2[C:15](=[CH:16][CH:17]=[CH:18][CH:19]=2)[CH:14]=1)=[O:12].O.Cl. Given the product [CH3:4][C:5]([CH3:41])([CH3:40])[CH2:6][O:7][CH2:8][C@@H:9]([C:36]([OH:38])=[O:37])[NH:10][C:11]([C:13]1[C:22]([NH:23][C:24]([NH:26][C:27]2[C:32]([CH3:33])=[CH:31][C:30]([CH3:34])=[CH:29][C:28]=2[CH3:35])=[O:25])=[CH:21][C:20]2[C:15](=[CH:16][CH:17]=[CH:18][CH:19]=2)[CH:14]=1)=[O:12], predict the reactants needed to synthesize it. (3) Given the product [Cl:1][C:2]1[N:3]=[N:4][CH:5]=[C:6]([C:8]([N:10]2[CH2:15][CH2:14][CH2:13][CH:12]([C:16]3[CH:21]=[CH:20][CH:19]=[CH:18][C:17]=3[O:26][CH3:27])[CH2:11]2)=[O:9])[CH:7]=1, predict the reactants needed to synthesize it. The reactants are: [Cl:1][C:2]1[N:3]=[N:4][CH:5]=[C:6]([C:8]([N:10]2[CH2:15][CH2:14][CH2:13][CH:12]([C:16]3[CH:21]=[CH:20][C:19](C(F)(F)F)=[CH:18][C:17]=3[O:26][CH3:27])[CH2:11]2)=[O:9])[CH:7]=1.COC1C=CC=CC=1C1CCCNC1.ClC1N=NC=C(C(O)=O)C=1. (4) The reactants are: [N+:1]([C:4]1[CH:5]=[C:6]([CH:26]=[CH:27][CH:28]=1)[CH2:7][NH:8][C:9]([C:11]1[CH:12]=[C:13]([C:20]2[CH:25]=[CH:24][CH:23]=[CH:22][CH:21]=2)[C:14]([F:19])=[CH:15][C:16]=1[O:17]C)=[O:10])([O-:3])=[O:2].B(Br)(Br)Br. Given the product [N+:1]([C:4]1[CH:5]=[C:6]([CH:26]=[CH:27][CH:28]=1)[CH2:7][NH:8][C:9]([C:11]1[CH:12]=[C:13]([C:20]2[CH:25]=[CH:24][CH:23]=[CH:22][CH:21]=2)[C:14]([F:19])=[CH:15][C:16]=1[OH:17])=[O:10])([O-:3])=[O:2], predict the reactants needed to synthesize it. (5) The reactants are: [F:1][C:2]([F:8])([F:7])[CH2:3][C:4](O)=[O:5].Cl.C(N=C=NCCCN(C)C)C.ON1C2N=CC=CC=2N=N1.[NH2:31][C:32]1([C:35]([NH:37][C@@H:38]([C:40]2[CH:45]=[CH:44][C:43]([C:46]3[C:47]([C:53]([OH:55])=[O:54])=[C:48]([F:52])[CH:49]=[CH:50][CH:51]=3)=[CH:42][CH:41]=2)[CH3:39])=[O:36])[CH2:34][CH2:33]1.C(N(CC)C(C)C)(C)C. Given the product [F:52][C:48]1[CH:49]=[CH:50][CH:51]=[C:46]([C:43]2[CH:42]=[CH:41][C:40]([C@H:38]([NH:37][C:35]([C:32]3([NH:31][C:4](=[O:5])[CH2:3][C:2]([F:8])([F:7])[F:1])[CH2:34][CH2:33]3)=[O:36])[CH3:39])=[CH:45][CH:44]=2)[C:47]=1[C:53]([OH:55])=[O:54], predict the reactants needed to synthesize it.